This data is from Forward reaction prediction with 1.9M reactions from USPTO patents (1976-2016). The task is: Predict the product of the given reaction. (1) Given the reactants [N+:1]([C:4]1[CH:13]=[CH:12][CH:11]=[C:10]2[C:5]=1[CH:6]=[CH:7][C:8](Cl)=[N:9]2)([O-])=O.[F:15][C:16]1[CH:17]=[C:18]([S:23](Cl)(=[O:25])=[O:24])[CH:19]=[C:20]([F:22])[CH:21]=1.[CH3:27][O:28][C:29]1[CH:30]=[CH:31][CH:32]=[C:33]2[C:38]=1[CH:37]([NH2:39])[CH2:36][CH2:35][CH2:34]2, predict the reaction product. The product is: [F:15][C:16]1[CH:17]=[C:18]([S:23]([NH:1][C:4]2[CH:13]=[CH:12][CH:11]=[C:10]3[C:5]=2[CH:6]=[CH:7][C:8]([NH:39][CH:37]2[C:38]4[C:33](=[CH:32][CH:31]=[CH:30][C:29]=4[O:28][CH3:27])[CH2:34][CH2:35][CH2:36]2)=[N:9]3)(=[O:25])=[O:24])[CH:19]=[C:20]([F:22])[CH:21]=1. (2) Given the reactants [F:1][C:2]([F:7])([F:6])[C:3]([OH:5])=[O:4].[CH2:8]([S:10]([N:13]1[CH2:18][CH2:17][CH:16]([C:19]2[C:27]3[C:22](=[C:23]([C:43]([NH2:45])=[O:44])[CH:24]=[C:25]([C:28]4[CH:33]=[C:32]([CH2:34][NH:35][CH2:36][C@@H:37]5[CH2:41][CH2:40][CH2:39][O:38]5)[CH:31]=[C:30]([F:42])[CH:29]=4)[CH:26]=3)[NH:21][CH:20]=2)[CH2:15][CH2:14]1)(=[O:12])=[O:11])[CH3:9].O1CCC[C@H:47]1CN, predict the reaction product. The product is: [F:1][C:2]([F:7])([F:6])[C:3]([OH:5])=[O:4].[CH2:8]([S:10]([N:13]1[CH2:14][CH2:15][CH:16]([C:19]2[C:27]3[C:22](=[C:23]([C:43]([NH2:45])=[O:44])[CH:24]=[C:25]([C:28]4[CH:33]=[C:32]([CH2:34][NH:35][CH2:36][C:37]5[O:38][C:39]([CH3:47])=[CH:40][CH:41]=5)[CH:31]=[C:30]([F:42])[CH:29]=4)[CH:26]=3)[NH:21][CH:20]=2)[CH2:17][CH2:18]1)(=[O:12])=[O:11])[CH3:9].